Task: Predict the reactants needed to synthesize the given product.. Dataset: Full USPTO retrosynthesis dataset with 1.9M reactions from patents (1976-2016) (1) Given the product [ClH:36].[ClH:38].[NH2:7][CH:8]([CH2:29][C:30]1[CH:35]=[CH:34][C:33]([Cl:36])=[CH:32][CH:31]=1)[C:9]([N:10]1[CH2:15][CH2:14][N:13]([C:16]2[C:17]3[S:24][C:23]([C:25]#[C:26][CH3:27])=[CH:22][C:18]=3[N:19]=[CH:20][N:21]=2)[CH2:12][CH2:11]1)=[O:28], predict the reactants needed to synthesize it. The reactants are: C(OC(=O)[NH:7][CH:8]([CH2:29][C:30]1[CH:35]=[CH:34][C:33]([Cl:36])=[CH:32][CH:31]=1)[C:9](=[O:28])[N:10]1[CH2:15][CH2:14][N:13]([C:16]2[C:17]3[S:24][C:23]([C:25]#[C:26][CH3:27])=[CH:22][C:18]=3[N:19]=[CH:20][N:21]=2)[CH2:12][CH2:11]1)(C)(C)C.[ClH:38]. (2) Given the product [CH2:31]1[CH2:32][CH2:33][CH:28]([C:34]([C:3]2[C:4](=[O:16])[O:5][CH:6]([CH2:7][CH2:8][CH2:9][C:10]3[CH:15]=[CH:14][CH:13]=[CH:12][CH:11]=3)[C:2]=2[OH:1])=[O:35])[CH2:29][CH2:30]1, predict the reactants needed to synthesize it. The reactants are: [OH:1][C:2]1[CH:6]([CH2:7][CH2:8][CH2:9][C:10]2[CH:15]=[CH:14][CH:13]=[CH:12][CH:11]=2)[O:5][C:4](=[O:16])[CH:3]=1.CCN(CC)CC.C(Cl)CCl.[CH:28]1([C:34](O)=[O:35])[CH2:33][CH2:32][CH2:31][CH2:30][CH2:29]1.Cl.[Na+].[Cl-]. (3) Given the product [CH:1]1([N:6]2[C:10]([C:11]3[C:16]([F:17])=[CH:15][N:14]=[C:13]([NH:18][CH:19]4[CH2:24][CH2:23][NH:22][CH2:21][CH2:20]4)[N:12]=3)=[CH:9][N:8]=[C:7]2[CH3:35])[CH2:5][CH2:4][CH2:3][CH2:2]1, predict the reactants needed to synthesize it. The reactants are: [CH:1]1([N:6]2[C:10]([C:11]3[C:16]([F:17])=[CH:15][N:14]=[C:13]([NH:18][CH:19]4[CH2:24][CH2:23][N:22](C(OCC5C=CC=CC=5)=O)[CH2:21][CH2:20]4)[N:12]=3)=[CH:9][N:8]=[C:7]2[CH3:35])[CH2:5][CH2:4][CH2:3][CH2:2]1.CO. (4) Given the product [Cl:26][C:13]1[C:12]2[C:7]([N:6]=[C:5]3[C:14]=1[CH2:1][CH2:2][CH2:3][CH2:4]3)=[CH:8][CH:9]=[CH:10][CH:11]=2, predict the reactants needed to synthesize it. The reactants are: [CH2:1]1[CH:14]2[C:5](=[N:6][C:7]3[C:12]([C:13]2=O)=[CH:11][CH:10]=[CH:9][CH:8]=3)[CH2:4][CH2:3][CH2:2]1.CN(C=O)C.O.[NH4+].[OH-].S(Cl)([Cl:26])=O. (5) Given the product [CH3:18][O:19][C:20](=[O:50])[C:21]1[CH:26]=[CH:25][CH:24]=[CH:23][C:22]=1[CH2:27][CH2:28][C@@H:29]([C:31]1[CH:36]=[CH:35][CH:34]=[C:33]([CH:37]=[CH:38][C:39]2[CH:48]=[CH:47][C:46]3[C:41](=[CH:42][C:43]([Cl:49])=[CH:44][CH:45]=3)[N:40]=2)[CH:32]=1)[OH:30], predict the reactants needed to synthesize it. The reactants are: Cl.N(CCO)(CCO)CCO.[O-]S([O-])(=O)=O.[Mg+2].[CH3:18][O:19][C:20](=[O:50])[C:21]1[CH:26]=[CH:25][CH:24]=[CH:23][C:22]=1[CH2:27][CH2:28][C:29]([C:31]1[CH:36]=[CH:35][CH:34]=[C:33]([CH:37]=[CH:38][C:39]2[CH:48]=[CH:47][C:46]3[C:41](=[CH:42][C:43]([Cl:49])=[CH:44][CH:45]=3)[N:40]=2)[CH:32]=1)=[O:30].CC(O)C.